Dataset: Forward reaction prediction with 1.9M reactions from USPTO patents (1976-2016). Task: Predict the product of the given reaction. (1) Given the reactants [Br:1][C:2]1[CH:7]=[C:6]([F:8])[CH:5]=[CH:4][C:3]=1[CH:9]1[C:14]([C:15]([O:17][CH2:18][CH3:19])=[O:16])=[C:13]([CH2:20]Br)[NH:12][C:11]([C:22]2[S:23][CH:24]=[CH:25][N:26]=2)=[N:10]1.Cl.[C:28]([O:31][CH2:32][CH2:33][NH:34][C:35]([C@@H:37]1[CH2:42][O:41][CH2:40][CH2:39][NH:38]1)=[O:36])(=[O:30])[CH3:29], predict the reaction product. The product is: [C:28]([O:31][CH2:32][CH2:33][NH:34][C:35]([C@H:37]1[N:38]([CH2:20][C:13]2[NH:12][C:11]([C:22]3[S:23][CH:24]=[CH:25][N:26]=3)=[N:10][CH:9]([C:3]3[CH:4]=[CH:5][C:6]([F:8])=[CH:7][C:2]=3[Br:1])[C:14]=2[C:15]([O:17][CH2:18][CH3:19])=[O:16])[CH2:39][CH2:40][O:41][CH2:42]1)=[O:36])(=[O:30])[CH3:29]. (2) The product is: [CH2:1]([O:3][C:4](=[O:21])[CH2:5][C:6]1[CH:11]=[CH:10][C:9]([NH:12][C:13]([C:15]2[CH:19]=[C:18]([C:30]3[CH:35]=[CH:34][C:33]([OH:36])=[CH:32][CH:31]=3)[O:17][CH:16]=2)=[O:14])=[CH:8][CH:7]=1)[CH3:2]. Given the reactants [CH2:1]([O:3][C:4](=[O:21])[CH2:5][C:6]1[CH:11]=[CH:10][C:9]([NH:12][C:13]([C:15]2[CH:19]=[C:18](Br)[O:17][CH:16]=2)=[O:14])=[CH:8][CH:7]=1)[CH3:2].CC1(C)C(C)(C)OB([C:30]2[CH:35]=[CH:34][C:33]([OH:36])=[CH:32][CH:31]=2)O1.C(=O)([O-])[O-].[Cs+].[Cs+], predict the reaction product.